From a dataset of Full USPTO retrosynthesis dataset with 1.9M reactions from patents (1976-2016). Predict the reactants needed to synthesize the given product. (1) Given the product [Cl:1][C:2]1[CH:8]=[C:7]([O:9][C:10]2[C:19]3[C:14](=[CH:15][C:16]([O:22][CH3:23])=[C:17]([O:20][CH3:21])[CH:18]=3)[N:13]=[CH:12][N:11]=2)[CH:6]=[CH:5][C:3]=1[NH:4][C:39](=[O:41])[O:55][CH:53]([C:52]1[CH:56]=[CH:57][CH:58]=[CH:59][C:51]=1[F:50])[CH3:54], predict the reactants needed to synthesize it. The reactants are: [Cl:1][C:2]1[CH:8]=[C:7]([O:9][C:10]2[C:19]3[C:14](=[CH:15][C:16]([O:22][CH3:23])=[C:17]([O:20][CH3:21])[CH:18]=3)[N:13]=[CH:12][N:11]=2)[CH:6]=[CH:5][C:3]=1[NH2:4].C1(C)C=CC=CC=1.C(N(CC)CC)C.Cl[C:39](Cl)([O:41]C(=O)OC(Cl)(Cl)Cl)Cl.[F:50][C:51]1[CH:59]=[CH:58][CH:57]=[CH:56][C:52]=1[CH:53]([OH:55])[CH3:54]. (2) Given the product [F:18][C:17]([F:20])([F:19])[C:15]1[CH:14]=[CH:13][N:12]2[C:8]([C:6]3[N:7]=[C:2]([C:24]4[CH:25]=[CH:26][CH:27]=[CH:28][C:23]=4[C:21]#[N:22])[CH:3]=[CH:4][CH:5]=3)=[CH:9][N:10]=[C:11]2[N:16]=1, predict the reactants needed to synthesize it. The reactants are: Br[C:2]1[N:7]=[C:6]([C:8]2[N:12]3[CH:13]=[CH:14][C:15]([C:17]([F:20])([F:19])[F:18])=[N:16][C:11]3=[N:10][CH:9]=2)[CH:5]=[CH:4][CH:3]=1.[C:21]([C:23]1[CH:28]=[CH:27][CH:26]=[CH:25][C:24]=1B(O)O)#[N:22].P([O-])([O-])([O-])=O.[K+].[K+].[K+]. (3) Given the product [C:33]([OH:46])(=[O:45])[CH:34]=[CH2:35].[NH2:3][C:2]([O:27][CH2:26][CH3:21])=[O:1], predict the reactants needed to synthesize it. The reactants are: [O:1]=[C:2]=[N:3]C1CC(C)(C)CC(C)(CN=C=O)C1.C([C:21]1C=C(C)C=C(C(C)(C)C)[C:26]=1[OH:27])(C)(C)C.[C:33]([O-:46])(=[O:45])[CH2:34][CH2:35]CCCCCCCCC.[C:33]([O-:46])(=[O:45])[CH2:34][CH2:35]CCCCCCCCC.C([Sn+2]CCCC)CCC.C(OCCO)(=O)C=C.CCCCO[C@H](CO)CC. (4) Given the product [F:1][C:2]1[CH:7]=[C:6]([F:8])[CH:5]=[CH:4][C:3]=1[CH:9]([NH:20][C@H:21]([C:26]([O:28][CH3:29])=[O:27])[CH2:22][CH:23]([CH3:25])[CH3:24])[C:10]([N:12]([CH3:13])[CH3:30])=[O:11], predict the reactants needed to synthesize it. The reactants are: [F:1][C:2]1[CH:7]=[C:6]([F:8])[CH:5]=[CH:4][C:3]=1[C@@H:9]([NH:20][C@H:21]([C:26]([O:28][CH3:29])=[O:27])[CH2:22][CH:23]([CH3:25])[CH3:24])[C:10]([NH:12][C:13]1C=CC=CC=1O)=[O:11].[C:30](N1C=CN=C1)(N1C=CN=C1)=S.[NH2+]1C2C=CC=CC=2N=N1.F[B-](F)(F)F.CNC.